This data is from Full USPTO retrosynthesis dataset with 1.9M reactions from patents (1976-2016). The task is: Predict the reactants needed to synthesize the given product. (1) Given the product [CH2:1]([O:9][C:10]1[CH:11]=[C:12]([CH2:13][OH:14])[CH:15]=[CH:16][C:17]=1[O:18][CH3:19])[C:2]1[CH:7]=[CH:6][CH:5]=[CH:4][CH:3]=1, predict the reactants needed to synthesize it. The reactants are: [CH2:1](Br)[C:2]1[CH:7]=[CH:6][CH:5]=[CH:4][CH:3]=1.[OH:9][C:10]1[CH:11]=[C:12]([CH:15]=[CH:16][C:17]=1[O:18][CH3:19])[CH2:13][OH:14].C([O-])([O-])=O.[Cs+].[Cs+].CCCC(C)C. (2) Given the product [N:34]1[CH:35]=[CH:36][CH:37]=[CH:38][C:33]=1[C:30]1[CH:31]=[CH:32][C:27]([CH2:26][CH:15]([NH:16][S:17]([C:20]2[CH:21]=[N:22][CH:23]=[CH:24][CH:25]=2)(=[O:19])=[O:18])[C:11]2[N:10]=[C:9]([NH:8][CH2:39][C:40]([OH:42])=[O:41])[CH:14]=[CH:13][CH:12]=2)=[CH:28][CH:29]=1, predict the reactants needed to synthesize it. The reactants are: C(OC([N:8]([CH2:39][C:40]([O:42]C(C)(C)C)=[O:41])[C:9]1[CH:14]=[CH:13][CH:12]=[C:11]([CH:15]([CH2:26][C:27]2[CH:32]=[CH:31][C:30]([C:33]3[CH:38]=[CH:37][CH:36]=[CH:35][N:34]=3)=[CH:29][CH:28]=2)[NH:16][S:17]([C:20]2[CH:21]=[N:22][CH:23]=[CH:24][CH:25]=2)(=[O:19])=[O:18])[N:10]=1)=O)(C)(C)C.O.Cl. (3) Given the product [CH3:1][C:6]1[CH2:5][CH2:4][CH2:3][CH:2]=1.[CH:7]1([OH:13])[CH2:12][CH2:11][CH2:10][CH2:9][CH2:8]1, predict the reactants needed to synthesize it. The reactants are: [CH:1]1[CH2:6][CH2:5][CH2:4][CH2:3][CH:2]=1.[CH:7]1([OH:13])[CH2:12][CH2:11][CH2:10][CH2:9][CH2:8]1.